This data is from Forward reaction prediction with 1.9M reactions from USPTO patents (1976-2016). The task is: Predict the product of the given reaction. Given the reactants [F:1][C:2]1[CH:11]=[C:10]2[C:5]([CH:6]=[C:7]([C:16]([O:18][CH2:19][CH3:20])=[O:17])[CH:8]([C:12]([F:15])([F:14])[F:13])[O:9]2)=[CH:4][CH:3]=1.[Br:21]Br.C(OCC)(=O)C, predict the reaction product. The product is: [Br:21][C:3]1[CH:4]=[C:5]2[C:10](=[CH:11][C:2]=1[F:1])[O:9][CH:8]([C:12]([F:14])([F:15])[F:13])[C:7]([C:16]([O:18][CH2:19][CH3:20])=[O:17])=[CH:6]2.